From a dataset of Reaction yield outcomes from USPTO patents with 853,638 reactions. Predict the reaction yield, written as a fraction of the theoretical maximum amount of product (1.0 means a 100% yield; for example, 0.34 means a 34% yield). (1) The reactants are Cl[CH2:2][C:3]([N:5]1[C:14]2[C:9](=[CH:10][CH:11]=[CH:12][CH:13]=2)[CH2:8][CH2:7][CH2:6]1)=[O:4].[CH3:15][O:16][C:17]1[CH:18]=[CH:19][C:20]2[S:24][C:23]([SH:25])=[N:22][C:21]=2[CH:26]=1. No catalyst specified. The product is [N:5]1([C:3](=[O:4])[CH2:2][S:25][C:23]2[S:24][C:20]3[CH:19]=[CH:18][C:17]([O:16][CH3:15])=[CH:26][C:21]=3[N:22]=2)[C:14]2[C:9](=[CH:10][CH:11]=[CH:12][CH:13]=2)[CH2:8][CH2:7][CH2:6]1. The yield is 0.830. (2) The reactants are [H-].[Na+].[CH2:3]([C:5]1[C:13]2[C:8](=[CH:9][CH:10]=[C:11]([O:14][C:15]([F:18])([F:17])[F:16])[CH:12]=2)[NH:7][CH:6]=1)[CH3:4].C[N:20](C=O)C. No catalyst specified. The product is [CH2:3]([C:5]1[C:13]2[C:8](=[CH:9][CH:10]=[C:11]([O:14][C:15]([F:18])([F:16])[F:17])[CH:12]=2)[N:7]([NH2:20])[CH:6]=1)[CH3:4]. The yield is 0.640. (3) The reactants are N[C:2]1[CH:3]=[CH:4][C:5]([O:8][CH3:9])=[N:6][CH:7]=1.[ClH:10].N([O-])=O.[Na+].[S:15](=[O:17])=[O:16]. The catalyst is C(O)(=O)C. The product is [CH3:9][O:8][C:5]1[N:6]=[CH:7][C:2]([S:15]([Cl:10])(=[O:17])=[O:16])=[CH:3][CH:4]=1. The yield is 0.510.